From a dataset of Catalyst prediction with 721,799 reactions and 888 catalyst types from USPTO. Predict which catalyst facilitates the given reaction. (1) Reactant: [Cl:1][C:2]1[CH:3]=[C:4]2[C:9](=[CH:10][C:11]=1[C:12](O)=[O:13])[N:8]=[CH:7][N:6]=[C:5]2[NH:15][CH:16]([C:18]1[NH:22][C:21]2[CH:23]=[CH:24][C:25]([Cl:27])=[CH:26][C:20]=2[N:19]=1)[CH3:17].FC1C(OC(N(C)C)=[N+](C)C)=C(F)C(F)=C(F)C=1F.F[P-](F)(F)(F)(F)F.C(N(C(C)C)CC)(C)C.[CH2:63]([N:67]([CH2:70][CH:71]1[CH2:76][CH2:75][CH2:74][CH2:73][NH:72]1)[CH2:68][CH3:69])[CH2:64][CH2:65][CH3:66]. Product: [Cl:1][C:2]1[CH:3]=[C:4]2[C:9](=[CH:10][C:11]=1[C:12]([N:72]1[CH2:73][CH2:74][CH2:75][CH2:76][CH:71]1[CH2:70][N:67]([CH2:63][CH2:64][CH2:65][CH3:66])[CH2:68][CH3:69])=[O:13])[N:8]=[CH:7][N:6]=[C:5]2[NH:15][CH:16]([C:18]1[NH:22][C:21]2[CH:23]=[CH:24][C:25]([Cl:27])=[CH:26][C:20]=2[N:19]=1)[CH3:17]. The catalyst class is: 16. (2) Reactant: [Cl:1][C:2]1[CH:9]=[C:8](I)[CH:7]=[C:6]([F:11])[C:3]=1[C:4]#[N:5].C1COCC1.[O:17]1[CH2:22][CH2:21][CH2:20][CH2:19][CH:18]1[N:23]1[C:27](B2OC(C)(C)C(C)(C)O2)=[CH:26][CH:25]=[N:24]1.C(=O)([O-])[O-].[Na+].[Na+]. Product: [Cl:1][C:2]1[CH:9]=[C:8]([C:27]2[N:23]([CH:18]3[CH2:19][CH2:20][CH2:21][CH2:22][O:17]3)[N:24]=[CH:25][CH:26]=2)[CH:7]=[C:6]([F:11])[C:3]=1[C:4]#[N:5]. The catalyst class is: 189. (3) Reactant: [C:1]1(/[CH:7]=[CH:8]/[C:9]([C:11]2[CH:16]=[CH:15][C:14]3[C:17]4([CH2:32][O:33][C:13]=3[CH:12]=2)[CH2:22][CH2:21][N:20]([CH2:23][CH2:24][C:25]([O:27]C(C)(C)C)=[O:26])[CH2:19][CH2:18]4)=[O:10])[CH:6]=[CH:5][CH:4]=[CH:3][CH:2]=1.[F:34][C:35]([F:40])([F:39])[C:36]([OH:38])=[O:37]. Product: [F:34][C:35]([F:40])([F:39])[C:36]([OH:38])=[O:37].[C:1]1(/[CH:7]=[CH:8]/[C:9]([C:11]2[CH:16]=[CH:15][C:14]3[C:17]4([CH2:32][O:33][C:13]=3[CH:12]=2)[CH2:18][CH2:19][N:20]([CH2:23][CH2:24][C:25]([OH:27])=[O:26])[CH2:21][CH2:22]4)=[O:10])[CH:6]=[CH:5][CH:4]=[CH:3][CH:2]=1. The catalyst class is: 2. (4) Reactant: [CH2:1]([O:3][C:4](=[O:29])[C:5]([C:25]([F:28])([F:27])[F:26])([O:20][Si](C)(C)C)[CH2:6][C:7]([C:10]1[CH:15]=[CH:14][C:13]([CH3:16])=[C:12]([Cl:17])[C:11]=1[O:18][CH3:19])([CH3:9])[CH3:8])[CH3:2].O.O.O.[F-].C([N+](CCCC)(CCCC)CCCC)CCC. Product: [CH2:1]([O:3][C:4](=[O:29])[C:5]([C:25]([F:26])([F:27])[F:28])([OH:20])[CH2:6][C:7]([C:10]1[CH:15]=[CH:14][C:13]([CH3:16])=[C:12]([Cl:17])[C:11]=1[O:18][CH3:19])([CH3:8])[CH3:9])[CH3:2]. The catalyst class is: 30.